This data is from Catalyst prediction with 721,799 reactions and 888 catalyst types from USPTO. The task is: Predict which catalyst facilitates the given reaction. (1) Reactant: C(OC([N:8]1[CH2:13][CH2:12][CH:11]([O:14][CH2:15][CH3:16])[CH2:10][CH2:9]1)=O)(C)(C)C.FC(F)(F)C(O)=O. Product: [CH2:15]([O:14][CH:11]1[CH2:12][CH2:13][NH:8][CH2:9][CH2:10]1)[CH3:16]. The catalyst class is: 4. (2) Reactant: [Cl:1][C:2]1[CH:24]=[CH:23][C:5]([CH2:6][NH:7][C:8]([C:10]2[C:11](=[O:22])[C:12]3[CH:19]=[C:18]([CH2:20]Cl)[S:17][C:13]=3[N:14]([CH3:16])[CH:15]=2)=[O:9])=[CH:4][CH:3]=1.C(N(CC)C(C)C)(C)C.[CH3:34][NH:35][CH2:36][CH:37]([C:39]1[N:40]=[CH:41][N:42]([C:44]([C:57]2[CH:62]=[CH:61][CH:60]=[CH:59][CH:58]=2)([C:51]2[CH:56]=[CH:55][CH:54]=[CH:53][CH:52]=2)[C:45]2[CH:50]=[CH:49][CH:48]=[CH:47][CH:46]=2)[CH:43]=1)[OH:38].O. Product: [Cl:1][C:2]1[CH:24]=[CH:23][C:5]([CH2:6][NH:7][C:8]([C:10]2[C:11](=[O:22])[C:12]3[CH:19]=[C:18]([CH2:20][N:35]([CH2:36][CH:37]([OH:38])[C:39]4[N:40]=[CH:41][N:42]([C:44]([C:57]5[CH:58]=[CH:59][CH:60]=[CH:61][CH:62]=5)([C:51]5[CH:52]=[CH:53][CH:54]=[CH:55][CH:56]=5)[C:45]5[CH:50]=[CH:49][CH:48]=[CH:47][CH:46]=5)[CH:43]=4)[CH3:34])[S:17][C:13]=3[N:14]([CH3:16])[CH:15]=2)=[O:9])=[CH:4][CH:3]=1. The catalyst class is: 3.